Task: Predict the reactants needed to synthesize the given product.. Dataset: Full USPTO retrosynthesis dataset with 1.9M reactions from patents (1976-2016) (1) Given the product [CH2:1]([O:3][C:4]([C@H:6]1[CH2:8][C@@H:7]1[C:9]1[CH:10]=[CH:11][C:12]([O:15][C@H:16]2[C:24]3[C:19](=[C:20]([O:26][C:38]4[CH:39]=[CH:40][C:35]([O:34][CH2:27][C:28]5[CH:29]=[CH:30][CH:31]=[CH:32][CH:33]=5)=[C:36]([F:44])[CH:37]=4)[CH:21]=[CH:22][C:23]=3[F:25])[CH2:18][CH2:17]2)=[CH:13][CH:14]=1)=[O:5])[CH3:2], predict the reactants needed to synthesize it. The reactants are: [CH2:1]([O:3][C:4]([C@H:6]1[CH2:8][C@@H:7]1[C:9]1[CH:14]=[CH:13][C:12]([O:15][C@H:16]2[C:24]3[C:19](=[C:20]([OH:26])[CH:21]=[CH:22][C:23]=3[F:25])[CH2:18][CH2:17]2)=[CH:11][CH:10]=1)=[O:5])[CH3:2].[CH2:27]([O:34][C:35]1[CH:40]=[CH:39][C:38](B(O)O)=[CH:37][C:36]=1[F:44])[C:28]1[CH:33]=[CH:32][CH:31]=[CH:30][CH:29]=1.C(OC([C@H]1C[C@@H]1C1C=CC(O[C@H]2C3C(=C(OC4C=CC(OCC5C=CC=CC=5)=CC=4)C=CC=3F)CC2)=CC=1)=O)C. (2) Given the product [C:1]([O:5][N:6]=[C:7]1[C:16]2[C:11](=[CH:12][C:13]([C:55]#[C:54][C:56]3[CH:61]=[CH:60][CH:59]=[CH:58][N:57]=3)=[CH:14][CH:15]=2)[O:10][C:9]([C:18]2[N:19]=[CH:20][C:21]3[C:26]([CH:27]=2)=[CH:25][CH:24]=[CH:23][CH:22]=3)=[CH:8]1)([CH3:4])([CH3:3])[CH3:2], predict the reactants needed to synthesize it. The reactants are: [C:1]([O:5][N:6]=[C:7]1[C:16]2[C:11](=[CH:12][C:13](Br)=[CH:14][CH:15]=2)[O:10][C:9]([C:18]2[N:19]=[CH:20][C:21]3[C:26]([CH:27]=2)=[CH:25][CH:24]=[CH:23][CH:22]=3)=[CH:8]1)([CH3:4])([CH3:3])[CH3:2].C1(P(C2C=CC=CC=2)C2C=CC=CC=2)C=CC=CC=1.C(N(CC)CC)C.[C:54]([C:56]1[CH:61]=[CH:60][CH:59]=[CH:58][N:57]=1)#[CH:55].[Na]. (3) Given the product [C:1]([O:5][C:6]([N:8]([CH2:9][CH2:10][O:11][C:16]1[CH:21]=[CH:20][C:19]([N+:22]([O-:23])=[O:31])=[CH:18][CH:17]=1)[CH2:12][CH2:13][O:14][C:16]1[CH:21]=[CH:20][C:19]([N+:22]([O-:24])=[O:23])=[CH:18][CH:17]=1)=[O:7])([CH3:4])([CH3:3])[CH3:2], predict the reactants needed to synthesize it. The reactants are: [C:1]([O:5][C:6]([N:8]([CH2:12][CH2:13][OH:14])[CH2:9][CH2:10][OH:11])=[O:7])([CH3:4])([CH3:3])[CH3:2].F[C:16]1[CH:21]=[CH:20][C:19]([N+:22]([O-:24])=[O:23])=[CH:18][CH:17]=1.C(=O)([O-])[O-].[K+].[K+].[OH2:31].